This data is from Experimentally validated miRNA-target interactions with 360,000+ pairs, plus equal number of negative samples. The task is: Binary Classification. Given a miRNA mature sequence and a target amino acid sequence, predict their likelihood of interaction. The protein sequence of the target gene is MSAHMSGLEIMDEDQLIKDVLDKFLNCHEQTYDEEFLNTFTHLSQEDHVSKRGVFGTDSSENIFTSAKVTHKNEADDYHLRNKTIFLRTSSQCLEEQVDNFLDLEDLDMDEEIKPQMSEDLLLLPGEVEQDVSTSIPSCIPFVAQPPTCEVKPKPSVKRMDKQTEEILGDEVQLFSLDEEFDYDNVMLTSKFSPAEIENIKELCKQQKRKDTSPDLEKSCD. Result: 1 (interaction). The miRNA is hsa-miR-8082 with sequence UGAUGGAGCUGGGAAUACUCUG.